Dataset: Forward reaction prediction with 1.9M reactions from USPTO patents (1976-2016). Task: Predict the product of the given reaction. The product is: [NH2:1][CH:2]([CH2:6][C:7]1[CH:8]=[CH:9][C:10]([Br:13])=[CH:11][CH:12]=1)[C:3]([O:5][CH3:15])=[O:4]. Given the reactants [NH2:1][CH:2]([CH2:6][C:7]1[CH:12]=[CH:11][C:10]([Br:13])=[CH:9][CH:8]=1)[C:3]([OH:5])=[O:4].Cl.[CH3:15]O, predict the reaction product.